The task is: Binary Classification. Given a drug SMILES string, predict its activity (active/inactive) in a high-throughput screening assay against a specified biological target.. This data is from Cav3 T-type calcium channel HTS with 100,875 compounds. (1) The result is 0 (inactive). The drug is O=C1N(CC(=O)N(C1)c1c(cccc1C)C)c1c(cccc1C)C. (2) The compound is Brc1oc(C(=O)Nc2cc(C(=O)c3ccccc3)ccc2)cc1. The result is 1 (active). (3) The result is 0 (inactive). The compound is S(=O)(=O)(N1CCCC1)c1ccc(NC(=O)CSc2n(CCCOC)cnn2)cc1. (4) The drug is S(=O)(=O)(N1CCC(CC1)C(=O)N1CCN(CC1)Cc1cc2OCOc2cc1)N1CCOCC1. The result is 0 (inactive).